Task: Predict which catalyst facilitates the given reaction.. Dataset: Catalyst prediction with 721,799 reactions and 888 catalyst types from USPTO (1) Reactant: ClC1C=C(Cl)C=CC=1[NH2:4].[H-].[Na+].[N+:12]([C:15]1[CH:23]=[CH:22][CH:21]=[CH:20][C:16]=1[C:17](Cl)=[O:18])([O-])=O. Product: [NH2:12][C:15]1[CH:23]=[CH:22][CH:21]=[CH:20][C:16]=1[C:17]([NH2:4])=[O:18]. The catalyst class is: 3. (2) Reactant: [C:1](=[O:11])([O:5][CH2:6][CH2:7][C:8](=[O:10])[CH3:9])[O:2][CH2:3][CH3:4].CCO.[BH4-].[Na+].Cl. Product: [C:1](=[O:11])([O:5][CH2:6][CH2:7][CH:8]([OH:10])[CH3:9])[O:2][CH2:3][CH3:4]. The catalyst class is: 6.